This data is from Full USPTO retrosynthesis dataset with 1.9M reactions from patents (1976-2016). The task is: Predict the reactants needed to synthesize the given product. (1) Given the product [CH3:13][CH:4]([CH:3]1[S:34][CH2:31][CH2:32][S:33]1)[CH2:5][Si:6]([O:11][CH3:12])([O:9][CH3:10])[O:7][CH3:8], predict the reactants needed to synthesize it. The reactants are: CO[CH:3](OC)[CH:4]([CH3:13])[CH2:5][Si:6]([O:11][CH3:12])([O:9][CH3:10])[O:7][CH3:8].COC(OC)C(=C)C.CO[SiH](OC)OC.[CH2:31]([SH:34])[CH2:32][SH:33]. (2) Given the product [F:12][C:9]([F:10])([F:11])[C:7]1[CH:6]=[C:5]([C@H:13]2[O:17][C:16](=[O:18])[N:15]([CH2:19][C:20]3[CH:25]=[C:24]([C:26]([F:29])([F:28])[F:27])[CH:23]=[CH:22][C:21]=3[C:30]3[CH:31]=[C:32]([C:38]4[CH:43]=[CH:42][C:41]([C:44]([OH:46])=[O:45])=[CH:40][C:39]=4[CH3:48])[CH:33]=[CH:34][C:35]=3[O:36][CH3:37])[C@H:14]2[CH3:49])[CH:4]=[C:3]([C:2]([F:1])([F:51])[F:50])[CH:8]=1, predict the reactants needed to synthesize it. The reactants are: [F:1][C:2]([F:51])([F:50])[C:3]1[CH:4]=[C:5]([C@H:13]2[O:17][C:16](=[O:18])[N:15]([CH2:19][C:20]3[CH:25]=[C:24]([C:26]([F:29])([F:28])[F:27])[CH:23]=[CH:22][C:21]=3[C:30]3[CH:31]=[C:32]([C:38]4[CH:43]=[CH:42][C:41]([C:44]([O:46]C)=[O:45])=[CH:40][C:39]=4[CH3:48])[CH:33]=[CH:34][C:35]=3[O:36][CH3:37])[C@H:14]2[CH3:49])[CH:6]=[C:7]([C:9]([F:12])([F:11])[F:10])[CH:8]=1.[OH-].[K+].C(O)C. (3) The reactants are: [F:1][C:2]1[CH:7]=[CH:6][CH:5]=[C:4]([F:8])[C:3]=1[OH:9].[C:10](=O)([O-])[O-].[K+].[K+].CI. Given the product [F:1][C:2]1[CH:7]=[CH:6][CH:5]=[C:4]([F:8])[C:3]=1[O:9][CH3:10], predict the reactants needed to synthesize it. (4) Given the product [NH2:22][C:23]1[S:24][CH2:3][C:4]2[CH:9]=[C:8]([O:10][C:11]([F:12])([F:14])[F:13])[CH:7]=[CH:6][C:5]=2[N:25]=1, predict the reactants needed to synthesize it. The reactants are: Cl.O[CH2:3][C:4]1[CH:9]=[C:8]([O:10][C:11]([F:14])([F:13])[F:12])[CH:7]=[CH:6][C:5]=1[N-]C(=O)C(C)(C)C.[NH2:22][C:23]([NH2:25])=[S:24].